From a dataset of Peptide-MHC class II binding affinity with 134,281 pairs from IEDB. Regression. Given a peptide amino acid sequence and an MHC pseudo amino acid sequence, predict their binding affinity value. This is MHC class II binding data. (1) The peptide sequence is MAVYTLITAAIIHRE. The MHC is DRB4_0101 with pseudo-sequence DRB4_0103. The binding affinity (normalized) is 0.653. (2) The peptide sequence is EKKYFAATQFEGLAA. The MHC is HLA-DPA10201-DPB11401 with pseudo-sequence HLA-DPA10201-DPB11401. The binding affinity (normalized) is 0.679. (3) The peptide sequence is IDSSYFANVLAKKMP. The MHC is HLA-DQA10301-DQB10302 with pseudo-sequence HLA-DQA10301-DQB10302. The binding affinity (normalized) is 0.210.